The task is: Predict the product of the given reaction.. This data is from Forward reaction prediction with 1.9M reactions from USPTO patents (1976-2016). (1) The product is: [Cl:1][C:2]1[CH:3]=[C:4]([C:8]2[O:12][N:11]=[C:10]([C@@H:13]3[N:17]4[CH2:18][CH2:19][N:20]([C:23]5[C:24]([C:29]#[N:30])=[N:25][CH:26]=[CH:27][N:28]=5)[CH2:21][C@@H:16]4[CH2:15][CH2:14]3)[CH:9]=2)[CH:5]=[CH:6][CH:7]=1. Given the reactants [Cl:1][C:2]1[CH:3]=[C:4]([C:8]2[O:12][N:11]=[C:10]([C@@H:13]3[N:17]4[CH2:18][CH2:19][NH:20][CH2:21][C@@H:16]4[CH2:15][CH2:14]3)[CH:9]=2)[CH:5]=[CH:6][CH:7]=1.Cl[C:23]1[C:24]([C:29]#[N:30])=[N:25][CH:26]=[CH:27][N:28]=1.CCN(CC)CC, predict the reaction product. (2) The product is: [C:33]([NH:32][C:29]1[N:30]=[CH:31][C:26]([N:25]2[C:14](=[O:16])[C:13]3[C:12](=[CH:11][C:10]([C:8]([NH:7][CH2:6][C:5]4[CH:4]=[CH:3][C:2]([Cl:1])=[CH:24][CH:23]=4)=[O:9])=[CH:19][CH:18]=3)[NH:20][C:21]2=[S:22])=[CH:27][CH:28]=1)(=[O:35])[CH3:34]. Given the reactants [Cl:1][C:2]1[CH:24]=[CH:23][C:5]([CH2:6][NH:7][C:8]([C:10]2[CH:19]=[CH:18][C:13]([C:14]([O:16]C)=O)=[C:12]([N:20]=[C:21]=[S:22])[CH:11]=2)=[O:9])=[CH:4][CH:3]=1.[NH2:25][C:26]1[CH:27]=[CH:28][C:29]([NH:32][C:33](=[O:35])[CH3:34])=[N:30][CH:31]=1, predict the reaction product. (3) Given the reactants C(=O)(O)O.[NH2:5][C:6]([NH2:8])=[NH:7].[CH2:9]([O:11][C:12](=[O:23])[C:13](=[CH:19]OCC)[C:14](OCC)=[O:15])[CH3:10].O.Cl, predict the reaction product. The product is: [CH2:9]([O:11][C:12]([C:13]1[C:14]([OH:15])=[N:7][C:6]([NH2:8])=[N:5][CH:19]=1)=[O:23])[CH3:10]. (4) Given the reactants [CH3:1][O:2][C:3](=[O:33])[CH:4]=[CH:5][C:6]1[N:7]([CH2:11][C:12]2[CH:17]=[CH:16][C:15]([CH2:18][CH2:19][CH2:20][C:21]3[N:22]=[C:23]([C:27]4[CH:32]=[CH:31][CH:30]=[CH:29][CH:28]=4)[O:24][C:25]=3[CH3:26])=[CH:14][CH:13]=2)[CH:8]=[CH:9][CH:10]=1, predict the reaction product. The product is: [CH3:1][O:2][C:3](=[O:33])[CH2:4][CH2:5][C:6]1[N:7]([CH2:11][C:12]2[CH:17]=[CH:16][C:15]([CH2:18][CH2:19][CH2:20][C:21]3[N:22]=[C:23]([C:27]4[CH:28]=[CH:29][CH:30]=[CH:31][CH:32]=4)[O:24][C:25]=3[CH3:26])=[CH:14][CH:13]=2)[CH:8]=[CH:9][CH:10]=1. (5) Given the reactants Cl[C:2]1[CH:7]=[CH:6][C:5]([CH:8]([CH3:10])[CH3:9])=[CH:4][N:3]=1.Cl.[OH:12][CH2:13][CH2:14][NH:15][C:16](=[O:34])[C:17]1[CH:22]=[CH:21][C:20]([O:23][CH2:24][CH2:25][CH2:26][CH:27]2[CH2:32][CH2:31][NH:30][CH2:29][CH2:28]2)=[CH:19][C:18]=1[CH3:33].C1CCN2C(=NCCC2)CC1.O, predict the reaction product. The product is: [OH:12][CH2:13][CH2:14][NH:15][C:16](=[O:34])[C:17]1[CH:22]=[CH:21][C:20]([O:23][CH2:24][CH2:25][CH2:26][CH:27]2[CH2:28][CH2:29][N:30]([C:2]3[CH:7]=[CH:6][C:5]([CH:8]([CH3:10])[CH3:9])=[CH:4][N:3]=3)[CH2:31][CH2:32]2)=[CH:19][C:18]=1[CH3:33]. (6) Given the reactants [CH3:1][C:2]1([CH3:16])[C:6]([CH3:8])([CH3:7])[O:5][B:4]([C:9]2[CH:15]=[CH:14][C:12]([NH2:13])=[CH:11][CH:10]=2)[O:3]1.[CH:17]1([S:20](Cl)(=[O:22])=[O:21])[CH2:19][CH2:18]1.N1C=CC=CC=1.C(=O)(O)[O-].[Na+], predict the reaction product. The product is: [CH3:8][C:6]1([CH3:7])[C:2]([CH3:16])([CH3:1])[O:3][B:4]([C:9]2[CH:15]=[CH:14][C:12]([NH:13][S:20]([CH:17]3[CH2:19][CH2:18]3)(=[O:22])=[O:21])=[CH:11][CH:10]=2)[O:5]1. (7) Given the reactants C(N1C2=CC3C(=CC2=C(C2SC(Br)=CC=2)C1=O)N(CCCCCC)C(=O)C=3C1SC(Br)=CC=1)CCCCC.CC1(C)C(C)(C)OB(C(CCCC)C[C:49]2[C:61]3[C:60](CC)(CC)[C:59]4[C:54](=[CH:55][CH:56]=[C:57](B5OC(C)(C)C(C)(C)O5)[CH:58]=4)[C:53]=3[CH:52]=[CH:51][CH:50]=2)O1.[O-]P([O-])([O-])=O.[K+].[K+].[K+].BrC1SC=CC=1, predict the reaction product. The product is: [CH:49]1[C:61]2[CH2:60][C:59]3[C:54](=[CH:55][CH:56]=[CH:57][CH:58]=3)[C:53]=2[CH:52]=[CH:51][CH:50]=1.